This data is from Full USPTO retrosynthesis dataset with 1.9M reactions from patents (1976-2016). The task is: Predict the reactants needed to synthesize the given product. (1) Given the product [CH2:23]([C:22]1[CH:21]=[N:1][C:2]2[C:3]([C:12]=1[C:14]1[CH:15]=[C:16]([OH:20])[CH:17]=[CH:18][CH:19]=1)=[CH:4][CH:5]=[CH:6][C:7]=2[C:8]([F:11])([F:10])[F:9])[CH3:24], predict the reactants needed to synthesize it. The reactants are: [NH2:1][C:2]1[C:7]([C:8]([F:11])([F:10])[F:9])=[CH:6][CH:5]=[CH:4][C:3]=1[C:12]([C:14]1[CH:19]=[CH:18][CH:17]=[C:16]([OH:20])[CH:15]=1)=O.[CH:21](=O)[CH2:22][CH2:23][CH3:24].C1(S(O)(=O)=O)C=CC=CC=1. (2) Given the product [C:22]([O:21][C:19]([N:16]1[CH2:17][CH2:18][C:13]([C:5]2[CH:4]=[C:3]([C:1]([OH:33])=[O:2])[C:12]3[C:7]([CH:6]=2)=[CH:8][CH:9]=[CH:10][CH:11]=3)([OH:26])[CH2:14][CH2:15]1)=[O:20])([CH3:23])([CH3:25])[CH3:24], predict the reactants needed to synthesize it. The reactants are: [CH:1]([C:3]1[C:12]2[C:7](=[CH:8][CH:9]=[CH:10][CH:11]=2)[CH:6]=[C:5]([C:13]2([OH:26])[CH2:18][CH2:17][N:16]([C:19]([O:21][C:22]([CH3:25])([CH3:24])[CH3:23])=[O:20])[CH2:15][CH2:14]2)[CH:4]=1)=[O:2].CC(=CC)C.P([O-])(O)(O)=[O:33].[Na+].Cl([O-])=O.[Na+].